This data is from Forward reaction prediction with 1.9M reactions from USPTO patents (1976-2016). The task is: Predict the product of the given reaction. (1) Given the reactants Cl.[NH2:2][CH:3]1[CH2:11][C:10]2[C:5](=[CH:6][CH:7]=[C:8]([N+:12]([O-:14])=[O:13])[CH:9]=2)[CH2:4]1.C(N(C(C)C)CC)(C)C.[C:24]([O:28][C:29](O[C:29]([O:28][C:24]([CH3:27])([CH3:26])[CH3:25])=[O:30])=[O:30])([CH3:27])([CH3:26])[CH3:25], predict the reaction product. The product is: [C:24]([O:28][C:29](=[O:30])[NH:2][CH:3]1[CH2:11][C:10]2[C:5](=[CH:6][CH:7]=[C:8]([N+:12]([O-:14])=[O:13])[CH:9]=2)[CH2:4]1)([CH3:27])([CH3:26])[CH3:25]. (2) Given the reactants C1[O:8][C:6](=O)[CH2:5]OC1=O.C[C@@H](O)[C@@H:11]1NC(=O)[C@H](CCCCN)N[C:11](=O)[C@@H:12](CC2C3C=CC=CC=3NC=2)[NH:14][C:15](=O)[C@H:15](CC2C=CC=CC=2)[NH:14][C:12](=O)[C@@H:11](NC([C@H](N)CC2C=CC=CC=2)=O)CSSC[C@@H:15]([C:15]([NH:14][C@@H:12]([C@H](O)C)[CH2:11]O)=O)[NH:14][C:12]1=O.[C:80]([OH:92])(=[O:91])[CH2:81][C:82]([CH2:87][C:88]([OH:90])=[O:89])([C:84]([OH:86])=[O:85])[OH:83].[CH3:93][C@@H:94]([OH:163])[C@@H:95]1[NH:119][C:117](=[O:118])[C@H:116]([CH2:120][CH2:121][CH2:122][CH2:123][NH2:124])[NH:115][C:113](=[O:114])[C@@H:112]([CH2:125][C:126]2[C:130]3[CH:131]=[CH:132][CH:133]=[CH:134][C:129]=3[NH:128][CH:127]=2)[NH:111][C:109](=[O:110])[C@H:108]([CH2:135][C:136]2[CH:137]=[CH:138][CH:139]=[CH:140][CH:141]=2)[NH:107][C:105](=[O:106])[C@@H:104]([NH:142][C:143]([C@H:145]([NH2:153])[CH2:146][C:147]2[CH:148]=[CH:149][CH:150]=[CH:151][CH:152]=2)=[O:144])[CH2:103][S:102][S:101][CH2:100][C@@H:99]([C:154]([NH:156][C@@H:157]([C@H:160]([OH:162])[CH3:161])[CH2:158][OH:159])=[O:155])[NH:98][C:96]1=[O:97].CC(O)=O, predict the reaction product. The product is: [CH3:15][N:14]1[C:6](=[O:8])[CH2:5][CH2:11][CH2:12]1.[CH3:93][C@@H:94]([OH:163])[C@@H:95]1[NH:119][C:117](=[O:118])[C@H:116]([CH2:120][CH2:121][CH2:122][CH2:123][NH2:124])[NH:115][C:113](=[O:114])[C@@H:112]([CH2:125][C:126]2[C:130]3[CH:131]=[CH:132][CH:133]=[CH:134][C:129]=3[NH:128][CH:127]=2)[NH:111][C:109](=[O:110])[C@H:108]([CH2:135][C:136]2[CH:141]=[CH:140][CH:139]=[CH:138][CH:137]=2)[NH:107][C:105](=[O:106])[C@@H:104]([NH:142][C:143]([C@H:145]([NH2:153])[CH2:146][C:147]2[CH:152]=[CH:151][CH:150]=[CH:149][CH:148]=2)=[O:144])[CH2:103][S:102][S:101][CH2:100][C@@H:99]([C:154]([NH:156][C@@H:157]([C@H:160]([OH:162])[CH3:161])[CH2:158][OH:159])=[O:155])[NH:98][C:96]1=[O:97].[C:80]([O-:92])(=[O:91])[CH2:81][C:82]([CH2:87][C:88]([O-:90])=[O:89])([C:84]([O-:86])=[O:85])[OH:83]. (3) Given the reactants Br[C:2]1[C:6](Br)=[CH:5][O:4][C:3]=1[C:8]([O:10][CH2:11][CH3:12])=[O:9].[CH2:13]([O:20][C:21]1[CH:22]=[C:23](B(O)O)[CH:24]=[CH:25][CH:26]=1)[C:14]1[CH:19]=[CH:18][CH:17]=[CH:16][CH:15]=1, predict the reaction product. The product is: [CH2:13]([O:20][C:21]1[CH:22]=[C:23]([C:2]2[C:6]([C:23]3[CH:24]=[CH:25][CH:26]=[C:21]([O:20][CH2:13][C:14]4[CH:19]=[CH:18][CH:17]=[CH:16][CH:15]=4)[CH:22]=3)=[CH:5][O:4][C:3]=2[C:8]([O:10][CH2:11][CH3:12])=[O:9])[CH:24]=[CH:25][CH:26]=1)[C:14]1[CH:19]=[CH:18][CH:17]=[CH:16][CH:15]=1. (4) Given the reactants [CH2:1]([N:3]([CH2:39][CH3:40])[C:4]([NH:6][C:7]1[C:8]([C:18]2[NH:22][C:21]3[CH:23]=[C:24]([F:38])[C:25]([O:27][CH2:28][CH2:29][CH2:30][CH2:31][N:32]4[CH2:37][CH2:36][CH2:35][CH2:34][CH2:33]4)=[CH:26][C:20]=3[N:19]=2)=[N:9][N:10](C2CCCCO2)[CH:11]=1)=[O:5])[CH3:2].FC(F)(F)C(O)=O, predict the reaction product. The product is: [CH2:39]([N:3]([CH2:1][CH3:2])[C:4]([NH:6][C:7]1[C:8]([C:18]2[NH:22][C:21]3[CH:23]=[C:24]([F:38])[C:25]([O:27][CH2:28][CH2:29][CH2:30][CH2:31][N:32]4[CH2:33][CH2:34][CH2:35][CH2:36][CH2:37]4)=[CH:26][C:20]=3[N:19]=2)=[N:9][NH:10][CH:11]=1)=[O:5])[CH3:40].